This data is from Forward reaction prediction with 1.9M reactions from USPTO patents (1976-2016). The task is: Predict the product of the given reaction. (1) Given the reactants [CH:1]1([C:7]2[CH:32]=[CH:31][CH:30]=[C:29]3[C:8]=2[CH:9]=[C:10]2[C:16]4[CH:17]=[C:18]([C:21]([O:23]C)=[O:22])[CH:19]=[CH:20][C:15]=4[N:14]4[CH2:25][C:26]([CH3:28])=[N:27][C:13]4=[CH:12][N:11]23)[CH2:6][CH2:5][CH2:4][CH2:3][CH2:2]1.[OH-].[Na+].Cl, predict the reaction product. The product is: [CH:1]1([C:7]2[CH:32]=[CH:31][CH:30]=[C:29]3[C:8]=2[CH:9]=[C:10]2[C:16]4[CH:17]=[C:18]([C:21]([OH:23])=[O:22])[CH:19]=[CH:20][C:15]=4[N:14]4[CH2:25][C:26]([CH3:28])=[N:27][C:13]4=[CH:12][N:11]23)[CH2:2][CH2:3][CH2:4][CH2:5][CH2:6]1. (2) Given the reactants [C:1]([O:5][C:6](=[O:35])[NH:7][C:8]1([C:12]2[CH:17]=[CH:16][C:15]([C:18]3[C:19]([C:29]4[CH:34]=[CH:33][CH:32]=[CH:31][CH:30]=4)=[CH:20][C:21]4[NH:26][C:25](=O)[CH2:24][O:23][C:22]=4[N:28]=3)=[CH:14][CH:13]=2)[CH2:11][CH2:10][CH2:9]1)([CH3:4])([CH3:3])[CH3:2].B(F)(F)F.CCOCC.[BH4-].[Na+].C([O-])(O)=O.[Na+], predict the reaction product. The product is: [C:1]([O:5][C:6](=[O:35])[NH:7][C:8]1([C:12]2[CH:13]=[CH:14][C:15]([C:18]3[C:19]([C:29]4[CH:30]=[CH:31][CH:32]=[CH:33][CH:34]=4)=[CH:20][C:21]4[NH:26][CH2:25][CH2:24][O:23][C:22]=4[N:28]=3)=[CH:16][CH:17]=2)[CH2:11][CH2:10][CH2:9]1)([CH3:4])([CH3:2])[CH3:3]. (3) Given the reactants [OH:1][C@@H:2]([C@H:4]1[C:35](=[O:36])[N:6]2[C:7]([C:22]([O:24]CC3C=CC([N+]([O-])=O)=CC=3)=[O:23])=[C:8]([C:10]3[CH:14]=[C:13]([CH3:15])[N:12]([C:16]4[CH:21]=[CH:20][CH:19]=[CH:18][CH:17]=4)[N:11]=3)[CH2:9][C@H:5]12)[CH3:3].C(=O)([O-])O.[Na+:41], predict the reaction product. The product is: [OH:1][C@@H:2]([C@H:4]1[C:35](=[O:36])[N:6]2[C:7]([C:22]([O-:24])=[O:23])=[C:8]([C:10]3[CH:14]=[C:13]([CH3:15])[N:12]([C:16]4[CH:21]=[CH:20][CH:19]=[CH:18][CH:17]=4)[N:11]=3)[CH2:9][C@H:5]12)[CH3:3].[Na+:41]. (4) Given the reactants [CH3:1][O:2]/[N:3]=[C:4](/[C:28]1[CH:33]=[CH:32][CH:31]=[CH:30][CH:29]=1)\[CH2:5][O:6][C:7]1[CH:27]=[CH:26][C:10]([CH2:11][O:12][C:13]2[CH:18]=[CH:17][C:16]([C:19](=[O:25])[CH2:20][C:21]([O:23][CH3:24])=[O:22])=[CH:15][CH:14]=2)=[CH:9][CH:8]=1.[BH4-].[Na+], predict the reaction product. The product is: [OH:25][CH:19]([C:16]1[CH:17]=[CH:18][C:13]([O:12][CH2:11][C:10]2[CH:26]=[CH:27][C:7]([O:6][CH2:5]/[C:4](=[N:3]\[O:2][CH3:1])/[C:28]3[CH:29]=[CH:30][CH:31]=[CH:32][CH:33]=3)=[CH:8][CH:9]=2)=[CH:14][CH:15]=1)[CH2:20][C:21]([O:23][CH3:24])=[O:22]. (5) Given the reactants Br[C:2]1[N:6]([CH3:7])[C:5]([CH3:8])=[N:4][CH:3]=1.[Li]CC[CH2:12][CH3:13].[Cl:14][C:15]1[C:24]([CH2:25][C:26]([F:29])([F:28])[F:27])=[C:23]([Cl:30])[C:22]2[C:17](=[CH:18][CH:19]=[C:20]([C:31]([O-])=[O:32])[CH:21]=2)[N:16]=1, predict the reaction product. The product is: [Cl:14][C:15]1[C:24]([CH2:25][C:26]([F:27])([F:28])[F:29])=[C:23]([Cl:30])[C:22]2[C:17](=[CH:18][CH:19]=[C:20]([C:31]([C:3]3[N:4]([CH3:5])[C:12]([CH3:13])=[N:6][CH:2]=3)([C:2]3[N:6]([CH3:7])[C:5]([CH3:8])=[N:4][CH:3]=3)[OH:32])[CH:21]=2)[N:16]=1. (6) Given the reactants [Br:1][C:2]1[CH:3]=[C:4]2[C:10]([C:11]3[CH:16]=[CH:15][CH:14]=[C:13]([O:17]C)[CH:12]=3)=[C:9]([C:19]3[CH:24]=[CH:23][CH:22]=[CH:21][CH:20]=3)[NH:8][C:5]2=[N:6][CH:7]=1, predict the reaction product. The product is: [Br:1][C:2]1[CH:3]=[C:4]2[C:10]([C:11]3[CH:12]=[C:13]([OH:17])[CH:14]=[CH:15][CH:16]=3)=[C:9]([C:19]3[CH:20]=[CH:21][CH:22]=[CH:23][CH:24]=3)[NH:8][C:5]2=[N:6][CH:7]=1.